This data is from Reaction yield outcomes from USPTO patents with 853,638 reactions. The task is: Predict the reaction yield, written as a fraction of the theoretical maximum amount of product (1.0 means a 100% yield; for example, 0.34 means a 34% yield). (1) The reactants are [CH2:1]([C@H:8]1[CH2:12][O:11][C:10](=[O:13])[N:9]1[C:14]([C@H:16]([CH2:21][CH2:22][CH:23]1[CH2:28][CH2:27][CH2:26][CH2:25][CH2:24]1)[CH2:17][C:18](O)=[O:19])=[O:15])[C:2]1[CH:7]=[CH:6][CH:5]=[CH:4][CH:3]=1.CN(C(ON1N=NC2C=CC=NC1=2)=[N+](C)C)C.F[P-](F)(F)(F)(F)F.[NH:53]1[CH2:58][CH2:57][O:56][CH2:55][CH2:54]1.CCN(C(C)C)C(C)C. The catalyst is CN(C=O)C.C(OCC)(=O)C.C(Cl)Cl. The product is [CH2:1]([C@H:8]1[CH2:12][O:11][C:10](=[O:13])[N:9]1[C:14](=[O:15])[C@H:16]([CH2:21][CH2:22][CH:23]1[CH2:28][CH2:27][CH2:26][CH2:25][CH2:24]1)[CH2:17][C:18]([N:53]1[CH2:58][CH2:57][O:56][CH2:55][CH2:54]1)=[O:19])[C:2]1[CH:3]=[CH:4][CH:5]=[CH:6][CH:7]=1. The yield is 0.920. (2) The reactants are [H-].[Na+].N1[C:12]2[C:7](=C[CH:9]=[CH:10][CH:11]=2)[NH:6][C:5](=[O:13])C1=O.[CH3:15]I.O.[CH3:18][N:19]([CH:21]=[O:22])[CH3:20]. No catalyst specified. The product is [CH3:18][N:19]1[C:20]2[C:7](=[CH:12][CH:11]=[CH:10][CH:9]=2)[N:6]([CH3:15])[C:5](=[O:13])[C:21]1=[O:22]. The yield is 0.950.